This data is from NCI-60 drug combinations with 297,098 pairs across 59 cell lines. The task is: Regression. Given two drug SMILES strings and cell line genomic features, predict the synergy score measuring deviation from expected non-interaction effect. (1) Drug 1: CC1CCC2CC(C(=CC=CC=CC(CC(C(=O)C(C(C(=CC(C(=O)CC(OC(=O)C3CCCCN3C(=O)C(=O)C1(O2)O)C(C)CC4CCC(C(C4)OC)O)C)C)O)OC)C)C)C)OC. Drug 2: N.N.Cl[Pt+2]Cl. Cell line: SK-OV-3. Synergy scores: CSS=39.2, Synergy_ZIP=-2.50, Synergy_Bliss=3.93, Synergy_Loewe=-0.507, Synergy_HSA=3.24. (2) Drug 1: COC1=NC(=NC2=C1N=CN2C3C(C(C(O3)CO)O)O)N. Drug 2: C1=NC2=C(N=C(N=C2N1C3C(C(C(O3)CO)O)F)Cl)N. Cell line: SW-620. Synergy scores: CSS=2.55, Synergy_ZIP=1.02, Synergy_Bliss=3.33, Synergy_Loewe=-0.320, Synergy_HSA=0.588.